Dataset: Full USPTO retrosynthesis dataset with 1.9M reactions from patents (1976-2016). Task: Predict the reactants needed to synthesize the given product. (1) Given the product [CH2:1]([O:8][C:9]([N:11]1[CH2:12][CH2:13][CH:14]([C:17]2[CH:22]=[CH:21][C:20]([CH2:23][C:24]([OH:27])=[O:25])=[CH:19][CH:18]=2)[CH2:15][CH2:16]1)=[O:10])[C:2]1[CH:7]=[CH:6][CH:5]=[CH:4][CH:3]=1, predict the reactants needed to synthesize it. The reactants are: [CH2:1]([O:8][C:9]([N:11]1[CH2:16][CH2:15][CH:14]([C:17]2[CH:22]=[CH:21][C:20]([CH2:23][CH:24]=[O:25])=[CH:19][CH:18]=2)[CH2:13][CH2:12]1)=[O:10])[C:2]1[CH:7]=[CH:6][CH:5]=[CH:4][CH:3]=1.P([O-])(O)(O)=[O:27].[Na+].Cl([O-])=O.[Na+]. (2) Given the product [C:19]1([NH:25][C:26]([N:9]2[C:3]3([CH2:2][CH2:1]3)[CH2:4][N:5]([C:10]3[C:11]4[CH:18]=[CH:17][NH:16][C:12]=4[N:13]=[CH:14][N:15]=3)[CH2:6][CH2:7][CH2:8]2)=[S:27])[CH:24]=[CH:23][CH:22]=[CH:21][CH:20]=1, predict the reactants needed to synthesize it. The reactants are: [CH2:1]1[C:3]2([NH:9][CH2:8][CH2:7][CH2:6][N:5]([C:10]3[C:11]4[CH:18]=[CH:17][NH:16][C:12]=4[N:13]=[CH:14][N:15]=3)[CH2:4]2)[CH2:2]1.[C:19]1([N:25]=[C:26]=[S:27])[CH:24]=[CH:23][CH:22]=[CH:21][CH:20]=1. (3) The reactants are: [CH3:1][NH:2][CH2:3][CH2:4][CH2:5][CH2:6][CH2:7][CH3:8].CCN(C(C)C)C(C)C.[N:18]([C:21]([CH3:27])([CH3:26])[CH2:22][C:23](Cl)=[O:24])=[N+:19]=[N-:20]. Given the product [N:18]([C:21]([CH3:27])([CH3:26])[CH2:22][C:23]([N:2]([CH2:3][CH2:4][CH2:5][CH2:6][CH2:7][CH3:8])[CH3:1])=[O:24])=[N+:19]=[N-:20], predict the reactants needed to synthesize it. (4) Given the product [NH2:18][C:15]1[CH:16]=[C:17]2[C:12]([C:11]([CH3:22])([CH3:21])[CH2:10][CH2:9][N:8]2[C:6]([O:5][C:1]([CH3:4])([CH3:3])[CH3:2])=[O:7])=[CH:13][CH:14]=1, predict the reactants needed to synthesize it. The reactants are: [C:1]([O:5][C:6]([N:8]1[C:17]2[C:12](=[CH:13][CH:14]=[C:15]([N+:18]([O-])=O)[CH:16]=2)[C:11]([CH3:22])([CH3:21])[CH2:10][CH2:9]1)=[O:7])([CH3:4])([CH3:3])[CH3:2]. (5) Given the product [CH:22]1([N:8]2[CH2:9][CH2:10][C:4]3=[CH:3][N:2]([C:11]4[CH:12]=[CH:13][C:14]([NH:17][S:18]([CH3:21])(=[O:20])=[O:19])=[CH:15][CH:16]=4)[N:1]=[C:5]3[CH2:6][CH2:7]2)[CH2:25][CH2:24][CH2:23]1, predict the reactants needed to synthesize it. The reactants are: [N:1]1[N:2]([C:11]2[CH:16]=[CH:15][C:14]([NH:17][S:18]([CH3:21])(=[O:20])=[O:19])=[CH:13][CH:12]=2)[CH:3]=[C:4]2[CH2:10][CH2:9][NH:8][CH2:7][CH2:6][C:5]=12.[C:22]1(=O)[CH2:25][CH2:24][CH2:23]1.C(O[BH-](OC(=O)C)OC(=O)C)(=O)C.[Na+].